From a dataset of Reaction yield outcomes from USPTO patents with 853,638 reactions. Predict the reaction yield, written as a fraction of the theoretical maximum amount of product (1.0 means a 100% yield; for example, 0.34 means a 34% yield). (1) The reactants are C([O-])(O)=O.[Na+].[C:6]([O:10][C:11]([N:13]1[CH2:17][C@@H:16](C2C=CC(Cl)=CC=2)[C@H:15](C(O)=O)[CH2:14]1)=[O:12])([CH3:9])([CH3:8])[CH3:7].C1C=CC2N(O)N=NC=2C=1.CCN=C=NCCCN(C)C. The catalyst is CN(C=O)C.C(Cl)Cl.CCOC(C)=O. The product is [C:11]([N:13]1[CH2:14][CH2:15][CH2:16][CH2:17]1)([O:10][C:6]([CH3:9])([CH3:8])[CH3:7])=[O:12]. The yield is 0.880. (2) The reactants are Br[C:2]1[CH:7]=[CH:6][N:5]=[C:4]([CH2:8][CH2:9][CH3:10])[CH:3]=1.[B:11]1([B:11]2[O:15][C:14]([CH3:17])([CH3:16])[C:13]([CH3:19])([CH3:18])[O:12]2)[O:15][C:14]([CH3:17])([CH3:16])[C:13]([CH3:19])([CH3:18])[O:12]1.C([O-])(=O)C.[K+].O. The catalyst is CC(N(C)C)=O.C1C=CC(/C=C/C(/C=C/C2C=CC=CC=2)=O)=CC=1.C1C=CC(/C=C/C(/C=C/C2C=CC=CC=2)=O)=CC=1.C1C=CC(/C=C/C(/C=C/C2C=CC=CC=2)=O)=CC=1.[Pd].[Pd].C12(P(C34CC5CC(CC(C5)C3)C4)CCCC)CC3CC(CC(C3)C1)C2. The product is [CH2:8]([C:4]1[CH:3]=[C:2]([B:11]2[O:15][C:14]([CH3:17])([CH3:16])[C:13]([CH3:19])([CH3:18])[O:12]2)[CH:7]=[CH:6][N:5]=1)[CH2:9][CH3:10]. The yield is 0.680. (3) The reactants are [Cl:1][C:2]1[CH:3]=[C:4]([OH:30])[CH:5]=[C:6]([Cl:29])[C:7]=1[C:8]1[N:9]=[C:10]2[CH:15]=[CH:14][CH:13]=[C:12](F)[N:11]2[C:17]=1[NH:18][C:19]1[CH:28]=[CH:27][C:22]2[O:23][CH2:24][CH2:25][O:26][C:21]=2[CH:20]=1.[CH3:31][OH:32]. No catalyst specified. The product is [Cl:1][C:2]1[CH:3]=[C:4]([OH:30])[CH:5]=[C:6]([Cl:29])[C:7]=1[C:8]1[N:9]=[C:10]2[CH:15]=[CH:14][CH:13]=[C:12]([O:32][CH3:31])[N:11]2[C:17]=1[NH:18][C:19]1[CH:28]=[CH:27][C:22]2[O:23][CH2:24][CH2:25][O:26][C:21]=2[CH:20]=1. The yield is 0.190. (4) The reactants are [CH3:1][S:2][C:3]1[N:10]=[C:9]([CH2:11][O:12][Si:13]([CH:20]([CH3:22])[CH3:21])([CH:17]([CH3:19])[CH3:18])[CH:14]([CH3:16])[CH3:15])[CH:8]=[CH:7][C:4]=1[C:5]#[N:6].ClC1C=C(C=CC=1)C(O)=[O:28].C(=O)([O-])[O-].[K+].[K+].[OH2:39]. The catalyst is C(O)C. The product is [CH3:1][S:2]([C:3]1[N:10]=[C:9]([CH2:11][O:12][Si:13]([CH:17]([CH3:19])[CH3:18])([CH:14]([CH3:16])[CH3:15])[CH:20]([CH3:22])[CH3:21])[CH:8]=[CH:7][C:4]=1[C:5]#[N:6])(=[O:28])=[O:39]. The yield is 1.00. (5) The product is [NH2:24][CH2:23][C@H:20]1[CH2:21][CH2:22][N:18]([CH2:17][CH:12]([C:11]2[C:2]([F:1])=[CH:3][CH:4]=[C:5]3[C:10]=2[N:9]=[C:8]([O:31][CH3:32])[CH:7]=[CH:6]3)[C:13]([O:15][CH3:16])=[O:14])[CH2:19]1. The catalyst is CO. The reactants are [F:1][C:2]1[C:11]([CH:12]([CH2:17][N:18]2[CH2:22][CH2:21][C@H:20]([CH2:23][NH:24]C(=O)C(F)(F)F)[CH2:19]2)[C:13]([O:15][CH3:16])=[O:14])=[C:10]2[C:5]([CH:6]=[CH:7][C:8]([O:31][CH3:32])=[N:9]2)=[CH:4][CH:3]=1.C(=O)([O-])[O-].[K+].[K+].O. The yield is 0.820.